From a dataset of Reaction yield outcomes from USPTO patents with 853,638 reactions. Predict the reaction yield, written as a fraction of the theoretical maximum amount of product (1.0 means a 100% yield; for example, 0.34 means a 34% yield). (1) The reactants are C(N(CC)CC)C.[NH2:8][CH2:9][C:10]1[CH:11]=[C:12]([CH2:16][N:17]2[C:25]3[C:20](=[C:21]([CH:26]([OH:28])[CH3:27])[CH:22]=[CH:23][CH:24]=3)[C:19]([NH:29][S:30]([C:33]3[S:34][C:35]([Cl:38])=[CH:36][CH:37]=3)(=[O:32])=[O:31])=[N:18]2)[CH:13]=[CH:14][CH:15]=1.C([O:42][C:43]([CH3:48])([CH3:47])[C:44](Cl)=[O:45])(=O)C.C(=O)([O-])[O-].[K+].[K+]. The catalyst is ClCCl.CS(C)=O.CO. The product is [Cl:38][C:35]1[S:34][C:33]([S:30]([NH:29][C:19]2[C:20]3[C:25](=[CH:24][CH:23]=[CH:22][C:21]=3[CH:26]([OH:28])[CH3:27])[N:17]([CH2:16][C:12]3[CH:11]=[C:10]([CH2:9][NH:8][C:44](=[O:45])[C:43]([OH:42])([CH3:48])[CH3:47])[CH:15]=[CH:14][CH:13]=3)[N:18]=2)(=[O:32])=[O:31])=[CH:37][CH:36]=1. The yield is 0.370. (2) The reactants are [C:1]([OH:8])(=[O:7])[CH2:2][CH2:3][C:4]([CH3:6])=O.Cl.[CH3:10][O:11][C:12]1[CH:17]=[CH:16][C:15]([N:18]([C:20](=[O:27])[C:21]2[CH:26]=[CH:25][CH:24]=[CH:23][CH:22]=2)N)=[CH:14][CH:13]=1. The catalyst is C(O)(=O)C. The product is [C:20]([N:18]1[C:15]2[C:14](=[CH:13][C:12]([O:11][CH3:10])=[CH:17][CH:16]=2)[C:3]([CH2:2][C:1]([OH:8])=[O:7])=[C:4]1[CH3:6])(=[O:27])[C:21]1[CH:22]=[CH:23][CH:24]=[CH:25][CH:26]=1. The yield is 0.860. (3) The reactants are [C:1]([O:5][C:6](=[O:20])[C:7]1[CH:12]=[CH:11][CH:10]=[C:9]([C:13]2[C:18]([CH3:19])=[CH:17][CH:16]=[CH:15][N:14]=2)[CH:8]=1)([CH3:4])([CH3:3])[CH3:2].NC(N)=[O:23].OO.C1(=O)OC(=O)C2=CC=CC=C12.[O-]S([O-])=O.[Na+].[Na+].C([O-])([O-])=O.[Na+].[Na+]. The catalyst is CCOC(C)=O.O. The product is [C:1]([O:5][C:6]([C:7]1[CH:8]=[C:9]([C:13]2[C:18]([CH3:19])=[CH:17][CH:16]=[CH:15][N+:14]=2[O-:23])[CH:10]=[CH:11][CH:12]=1)=[O:20])([CH3:4])([CH3:3])[CH3:2]. The yield is 0.950. (4) The reactants are [C:1]([C:5]1[CH:9]=[C:8]([NH:10][C:11](=[O:19])OC2C=CC=CC=2)[N:7]([CH2:20][CH:21]([CH3:23])[CH3:22])[N:6]=1)([CH3:4])([CH3:3])[CH3:2].C(N(CC)C(C)C)(C)C.[CH3:33][O:34][C:35]1[CH:36]=[C:37]2[C:42](=[CH:43][C:44]=1[O:45][CH3:46])[N:41]=[CH:40][N:39]=[C:38]2[S:47][C:48]1[CH:49]=[C:50]([CH:52]=[CH:53][CH:54]=1)[NH2:51]. The catalyst is C1COCC1. The product is [C:1]([C:5]1[CH:9]=[C:8]([NH:10][C:11]([NH:51][C:50]2[CH:52]=[CH:53][CH:54]=[C:48]([S:47][C:38]3[C:37]4[C:42](=[CH:43][C:44]([O:45][CH3:46])=[C:35]([O:34][CH3:33])[CH:36]=4)[N:41]=[CH:40][N:39]=3)[CH:49]=2)=[O:19])[N:7]([CH2:20][CH:21]([CH3:22])[CH3:23])[N:6]=1)([CH3:2])([CH3:3])[CH3:4]. The yield is 0.320. (5) The product is [CH3:31][N:32]1[CH2:33][CH2:34][N:35]([C:38]2[CH:43]=[CH:42][C:41]([NH:44][CH:2]=[C:3]3[C:11]4[C:6](=[CH:7][C:8]([C:12]([C:14]5[CH:15]=[C:16]([NH:20][C:21]([C:23]6[N:24]([CH2:28][CH3:29])[N:25]=[CH:26][CH:27]=6)=[O:22])[CH:17]=[CH:18][CH:19]=5)=[O:13])=[CH:9][CH:10]=4)[NH:5][C:4]3=[O:30])=[CH:40][CH:39]=2)[CH2:36][CH2:37]1. The catalyst is C1COCC1. The yield is 0.360. The reactants are O[CH:2]=[C:3]1[C:11]2[C:6](=[CH:7][C:8]([C:12]([C:14]3[CH:15]=[C:16]([NH:20][C:21]([C:23]4[N:24]([CH2:28][CH3:29])[N:25]=[CH:26][CH:27]=4)=[O:22])[CH:17]=[CH:18][CH:19]=3)=[O:13])=[CH:9][CH:10]=2)[NH:5][C:4]1=[O:30].[CH3:31][N:32]1[CH2:37][CH2:36][N:35]([C:38]2[CH:43]=[CH:42][C:41]([NH2:44])=[CH:40][CH:39]=2)[CH2:34][CH2:33]1. (6) The reactants are [CH2:1]([O:3][C:4](=[O:26])[CH2:5][N:6]1[C:14]2[CH2:13][CH2:12][CH2:11][CH:10]([NH:15][S:16]([C:19]3[CH:24]=[CH:23][CH:22]=[C:21]([NH2:25])[CH:20]=3)(=[O:18])=[O:17])[C:9]=2[CH:8]=[N:7]1)[CH3:2].[C:27](Cl)(=[O:29])[CH3:28].C(N(CC)CC)C. The catalyst is O1CCCC1. The product is [CH2:1]([O:3][C:4](=[O:26])[CH2:5][N:6]1[C:14]2[CH2:13][CH2:12][CH2:11][CH:10]([NH:15][S:16]([C:19]3[CH:24]=[CH:23][CH:22]=[C:21]([NH:25][C:27](=[O:29])[CH3:28])[CH:20]=3)(=[O:18])=[O:17])[C:9]=2[CH:8]=[N:7]1)[CH3:2]. The yield is 0.720.